The task is: Predict the reactants needed to synthesize the given product.. This data is from Full USPTO retrosynthesis dataset with 1.9M reactions from patents (1976-2016). (1) Given the product [Cl:1][C:2]1[CH:20]=[CH:19][C:5]2[N:6]([CH3:18])[C:7](=[O:17])[CH2:8][N:9]3[C:27](=[O:28])[C@@H:26]([O:25][C:24]4[CH:30]=[C:31]([Cl:33])[CH:32]=[C:22]([Cl:21])[CH:23]=4)[C@:10]3([C:11]3[CH:16]=[CH:15][CH:14]=[CH:13][CH:12]=3)[C:4]=2[CH:3]=1, predict the reactants needed to synthesize it. The reactants are: [Cl:1][C:2]1[CH:20]=[CH:19][C:5]2[N:6]([CH3:18])[C:7](=[O:17])[CH2:8][N:9]=[C:10]([C:11]3[CH:16]=[CH:15][CH:14]=[CH:13][CH:12]=3)[C:4]=2[CH:3]=1.[Cl:21][C:22]1[CH:23]=[C:24]([CH:30]=[C:31]([Cl:33])[CH:32]=1)[O:25][CH2:26][C:27](O)=[O:28]. (2) Given the product [CH3:1][S:2]([OH:5])(=[O:4])=[O:3].[NH2:12][C@H:13]([CH2:17][CH3:18])[CH2:14][C:15]#[N:16], predict the reactants needed to synthesize it. The reactants are: [CH3:1][S:2]([OH:5])(=[O:4])=[O:3].C(OC(=O)[NH:12][CH:13]([CH2:17][CH3:18])[CH2:14][C:15]#[N:16])(C)(C)C. (3) Given the product [O:13]=[C:5]1[C:6]2[C:7](=[N:8][CH:9]=[N:10][CH:11]=2)[N:12]=[C:3]([CH2:2][NH:1][C:31](=[O:32])[CH2:30][CH2:29][C:23]2[CH:28]=[CH:27][CH:26]=[CH:25][CH:24]=2)[NH:4]1, predict the reactants needed to synthesize it. The reactants are: [NH2:1][CH2:2][C:3]1[NH:4][C:5](=[O:13])[C:6]2[C:7]([N:12]=1)=[N:8][CH:9]=[N:10][CH:11]=2.CCN(C(C)C)C(C)C.[C:23]1([CH2:29][CH2:30][C:31](Cl)=[O:32])[CH:28]=[CH:27][CH:26]=[CH:25][CH:24]=1. (4) Given the product [CH3:33][O:32][C:11]1[CH:12]=[C:13]2[C:18](=[CH:19][C:10]=1[O:9][CH2:8][CH2:3][N:2]([CH3:5])[CH3:1])[N:17]=[CH:16][CH:15]=[C:14]2[O:20][C:21]1[C:22]([CH3:31])=[N:23][C:24]2[C:29]([CH:30]=1)=[CH:28][CH:27]=[CH:26][CH:25]=2, predict the reactants needed to synthesize it. The reactants are: [CH3:1][N:2]([CH3:5])[CH:3]=O.ClC[CH2:8][O:9][C:10]1[CH:19]=[C:18]2[C:13]([C:14]([O:20][C:21]3[C:22]([CH3:31])=[N:23][C:24]4[C:29]([CH:30]=3)=[CH:28][CH:27]=[CH:26][CH:25]=4)=[CH:15][CH:16]=[N:17]2)=[CH:12][C:11]=1[O:32][CH3:33].C(=O)([O-])[O-].[K+].[K+].[I-].[Na+]. (5) Given the product [C:39]([C:38]1[CH:41]=[C:34]([C:32]2[S:33][C:29]([C:9]3[CH:26]=[CH:25][C:12]4[CH2:13][CH2:14][N:15]([C:18]([O:20][C:21]([CH3:23])([CH3:22])[CH3:24])=[O:19])[CH2:16][CH2:17][C:11]=4[CH:10]=3)=[N:30][N:31]=2)[CH:35]=[CH:36][C:37]=1[O:42][CH:43]([CH3:45])[CH3:44])#[N:40], predict the reactants needed to synthesize it. The reactants are: CC1(C)C(C)(C)OB([C:9]2[CH:26]=[CH:25][C:12]3[CH2:13][CH2:14][N:15]([C:18]([O:20][C:21]([CH3:24])([CH3:23])[CH3:22])=[O:19])[CH2:16][CH2:17][C:11]=3[CH:10]=2)O1.Br[C:29]1[S:33][C:32]([C:34]2[CH:35]=[CH:36][C:37]([O:42][CH:43]([CH3:45])[CH3:44])=[C:38]([CH:41]=2)[C:39]#[N:40])=[N:31][N:30]=1.P([O-])([O-])([O-])=O.[K+].[K+].[K+]. (6) Given the product [CH2:1]([O:3][C:4]1[CH:13]=[C:12]2[C:7]([C:8]([NH:14][C:15]3[CH:16]=[CH:17][C:18]([O:21][C:22]4[CH:23]=[CH:24][CH:25]=[CH:26][CH:27]=4)=[CH:19][CH:20]=3)=[N:9][CH:10]=[N:11]2)=[CH:6][C:5]=1[NH2:28])[CH3:2], predict the reactants needed to synthesize it. The reactants are: [CH2:1]([O:3][C:4]1[CH:13]=[C:12]2[C:7]([C:8]([NH:14][C:15]3[CH:20]=[CH:19][C:18]([O:21][C:22]4[CH:27]=[CH:26][CH:25]=[CH:24][CH:23]=4)=[CH:17][CH:16]=3)=[N:9][CH:10]=[N:11]2)=[CH:6][C:5]=1[N+:28]([O-])=O)[CH3:2].[Cl-].[NH4+].